Dataset: Reaction yield outcomes from USPTO patents with 853,638 reactions. Task: Predict the reaction yield, written as a fraction of the theoretical maximum amount of product (1.0 means a 100% yield; for example, 0.34 means a 34% yield). The reactants are C[O:2][C:3]1[CH:12]=[C:11]2[C:6]([C:7]([NH:13][CH2:14][C:15]3[N:19]4[N:20]=[C:21]([C:24]5[CH:29]=[CH:28][CH:27]=[CH:26][CH:25]=5)[CH:22]=[CH:23][C:18]4=[N:17][N:16]=3)=[CH:8][CH:9]=[N:10]2)=[N:5][CH:4]=1.[OH-].[Na+]. The catalyst is Br.C(Cl)Cl.O. The product is [C:24]1([C:21]2[CH:22]=[CH:23][C:18]3[N:19]([C:15]([CH2:14][NH:13][C:7]4[CH:8]=[CH:9][N:10]=[C:11]5[C:6]=4[N:5]=[CH:4][C:3]([OH:2])=[CH:12]5)=[N:16][N:17]=3)[N:20]=2)[CH:25]=[CH:26][CH:27]=[CH:28][CH:29]=1. The yield is 0.796.